This data is from Peptide-MHC class I binding affinity with 185,985 pairs from IEDB/IMGT. The task is: Regression. Given a peptide amino acid sequence and an MHC pseudo amino acid sequence, predict their binding affinity value. This is MHC class I binding data. (1) The peptide sequence is ILFCFLAAV. The MHC is HLA-A02:03 with pseudo-sequence HLA-A02:03. The binding affinity (normalized) is 1.00. (2) The peptide sequence is WAIQCYTGV. The MHC is HLA-B14:02 with pseudo-sequence HLA-B14:02. The binding affinity (normalized) is 0.213. (3) The peptide sequence is TPGPGTRYPL. The MHC is HLA-B40:01 with pseudo-sequence HLA-B40:01. The binding affinity (normalized) is 0. (4) The peptide sequence is FTIMAAILA. The MHC is HLA-A68:02 with pseudo-sequence HLA-A68:02. The binding affinity (normalized) is 0.983. (5) The peptide sequence is ITDKINQII. The MHC is HLA-A01:01 with pseudo-sequence HLA-A01:01. The binding affinity (normalized) is 0. (6) The peptide sequence is AVTLNRIKIA. The MHC is HLA-A02:01 with pseudo-sequence HLA-A02:01. The binding affinity (normalized) is 0.341. (7) The peptide sequence is RVACRDVEV. The MHC is HLA-A80:01 with pseudo-sequence HLA-A80:01. The binding affinity (normalized) is 0.0847. (8) The peptide sequence is DAHKKNLYDH. The MHC is HLA-A31:01 with pseudo-sequence HLA-A31:01. The binding affinity (normalized) is 0.248.